This data is from Full USPTO retrosynthesis dataset with 1.9M reactions from patents (1976-2016). The task is: Predict the reactants needed to synthesize the given product. (1) The reactants are: [CH:1]([C:4]1[CH:5]=[C:6]([NH:10][C:11]2[S:12][C:13]3[CH:19]=[CH:18][C:17]([OH:20])=[CH:16][C:14]=3[N:15]=2)[CH:7]=[CH:8][CH:9]=1)([CH3:3])[CH3:2].Cl[C:22]1[CH:27]=[CH:26][N:25]=[C:24]([NH:28][C:29](=[O:31])[CH3:30])[CH:23]=1.C[Si]([N-][Si](C)(C)C)(C)C.[K+].C(=O)([O-])[O-].[K+].[K+]. Given the product [CH:1]([C:4]1[CH:5]=[C:6]([NH:10][C:11]2[S:12][C:13]3[CH:19]=[CH:18][C:17]([O:20][C:22]4[CH:27]=[CH:26][N:25]=[C:24]([NH:28][C:29](=[O:31])[CH3:30])[CH:23]=4)=[CH:16][C:14]=3[N:15]=2)[CH:7]=[CH:8][CH:9]=1)([CH3:3])[CH3:2], predict the reactants needed to synthesize it. (2) Given the product [OH:28][CH:27]=[C:6]1[C:7]2([CH2:15][CH2:16][N:17]([C:20]([O:22][C:23]([CH3:26])([CH3:25])[CH3:24])=[O:21])[CH2:18][CH2:19]2)[O:8][C:9]2[C:10](=[N:11][CH:12]=[CH:13][CH:14]=2)[C:5]1=[O:4], predict the reactants needed to synthesize it. The reactants are: C[O-].[Na+].[O:4]=[C:5]1[C:10]2=[N:11][CH:12]=[CH:13][CH:14]=[C:9]2[O:8][C:7]2([CH2:19][CH2:18][N:17]([C:20]([O:22][C:23]([CH3:26])([CH3:25])[CH3:24])=[O:21])[CH2:16][CH2:15]2)[CH2:6]1.[CH:27](OCC)=[O:28].O. (3) Given the product [O:64]=[CH:65][C@@H:66]([C@H:67]([C@@H:69]([C@@H:71]([CH2:73][OH:74])[OH:72])[OH:70])[OH:68])[OH:10], predict the reactants needed to synthesize it. The reactants are: C[C@H]1CC=C[C@H]2[C@H](O)C([C@@H](C)[C@H]3[C@H](CC4C=CC=CC=4)NC(=O)[C@@]23OC(=[O:10])C=C[C@H](O)CCC1)=C.[Na+].[Cl-].C1N(CCO)CCN(CCS(O)(=O)=O)C1.[Cl-].[K+].[O-]S([O-])(=O)=O.[Mg+2].[Cl-].[Cl-].[Ca+2].[O:64]=[CH:65][CH2:66][C@H:67]([C@@H:69]([C@@H:71]([CH2:73][OH:74])[OH:72])[OH:70])[OH:68]. (4) Given the product [OH:27][NH:28][C:3]([C:5]1[CH:14]=[CH:13][C:12]2[CH2:11][CH2:10][CH:9]([NH:15][S:23]([C:20]3[CH:21]=[CH:22][C:17]([Cl:16])=[CH:18][CH:19]=3)(=[O:25])=[O:24])[CH2:8][C:7]=2[CH:6]=1)=[O:4], predict the reactants needed to synthesize it. The reactants are: CO[C:3]([C:5]1[CH:14]=[CH:13][C:12]2[CH2:11][CH2:10][CH:9]([NH2:15])[CH2:8][C:7]=2[CH:6]=1)=[O:4].[Cl:16][C:17]1[CH:22]=[CH:21][C:20]([S:23](Cl)(=[O:25])=[O:24])=[CH:19][CH:18]=1.[OH:27][NH2:28].[OH-].[K+]. (5) Given the product [Cl:1][C:2]1[CH:7]=[C:6]2[C:5]([NH:19][C:13](=[O:14])[C:12]3[N:8]2[N:9]=[C:10]([CH3:18])[N:11]=3)=[CH:4][CH:3]=1, predict the reactants needed to synthesize it. The reactants are: [Cl:1][C:2]1[CH:3]=[CH:4][C:5]([N+:19]([O-])=O)=[C:6]([N:8]2[C:12]([C:13](OCC)=[O:14])=[N:11][C:10]([CH3:18])=[N:9]2)[CH:7]=1. (6) Given the product [Cl:18][C:7]1[N:8]=[C:9]([N:12]2[CH2:17][CH2:16][O:15][CH2:14][CH2:13]2)[C:10]2[S:11][C:3]([CH2:2][N:27]3[CH2:26][CH2:25][C:24]4([O:19][CH2:20][C:21](=[O:30])[NH:22][CH2:23]4)[CH2:29][CH2:28]3)=[CH:4][C:5]=2[N:6]=1, predict the reactants needed to synthesize it. The reactants are: Br[CH2:2][C:3]1[S:11][C:10]2[C:9]([N:12]3[CH2:17][CH2:16][O:15][CH2:14][CH2:13]3)=[N:8][C:7]([Cl:18])=[N:6][C:5]=2[CH:4]=1.[O:19]1[C:24]2([CH2:29][CH2:28][NH:27][CH2:26][CH2:25]2)[CH2:23][NH:22][C:21](=[O:30])[CH2:20]1.C(=O)([O-])[O-].[K+].[K+]. (7) Given the product [Br:9][C:10]1[N:14]([CH3:15])[N:13]=[CH:12][C:11]=1[C:16]1[N:17]=[C:18]([CH3:30])[N:19]2[C:24]=1[C:23]([NH:25][CH3:29])=[N:22][CH:21]=[N:20]2, predict the reactants needed to synthesize it. The reactants are: CN.C(=O)([O-])[O-].[Cs+].[Cs+].[Br:9][C:10]1[N:14]([CH3:15])[N:13]=[CH:12][C:11]=1[C:16]1[N:17]=[C:18]([CH3:30])[N:19]2[C:24]=1[C:23]([N:25]1[CH:29]=NC=N1)=[N:22][CH:21]=[N:20]2. (8) Given the product [NH2:7][CH2:8][CH2:9][CH2:10][C:11]1([C:29]2[CH:34]=[CH:33][CH:32]=[CH:31][CH:30]=2)[N:15]([C:16](=[O:20])[CH:17]([CH3:19])[CH3:18])[N:14]=[C:13]([C:21]2[CH:26]=[C:25]([F:27])[CH:24]=[CH:23][C:22]=2[F:28])[O:12]1, predict the reactants needed to synthesize it. The reactants are: C(OC(=O)[NH:7][CH2:8][CH2:9][CH2:10][C:11]1([C:29]2[CH:34]=[CH:33][CH:32]=[CH:31][CH:30]=2)[N:15]([C:16](=[O:20])[CH:17]([CH3:19])[CH3:18])[N:14]=[C:13]([C:21]2[CH:26]=[C:25]([F:27])[CH:24]=[CH:23][C:22]=2[F:28])[O:12]1)(C)(C)C.C(O)(C(F)(F)F)=O.